Dataset: Full USPTO retrosynthesis dataset with 1.9M reactions from patents (1976-2016). Task: Predict the reactants needed to synthesize the given product. (1) Given the product [CH3:1][O:2][C:3]1[CH:4]=[CH:5][C:6]([N:9]2[C:21]3[CH:20]=[CH:19][C:18]([C:22]([C:40]#[N:41])=[C:23]([C:38]#[N:39])[C:24]4[CH:29]=[C:28]([C:30]([F:31])([F:32])[F:33])[CH:27]=[C:26]([C:34]([F:37])([F:35])[F:36])[CH:25]=4)=[CH:17][C:16]=3[C:15]3[C:10]2=[CH:11][CH:12]=[CH:13][CH:14]=3)=[CH:7][CH:8]=1, predict the reactants needed to synthesize it. The reactants are: [CH3:1][O:2][C:3]1[CH:8]=[CH:7][C:6]([N:9]2[C:21]3[CH:20]=[CH:19][C:18]([CH:22]=[C:23]([C:38]#[N:39])[C:24]4[CH:29]=[C:28]([C:30]([F:33])([F:32])[F:31])[CH:27]=[C:26]([C:34]([F:37])([F:36])[F:35])[CH:25]=4)=[CH:17][C:16]=3[C:15]3[C:10]2=[CH:11][CH:12]=[CH:13][CH:14]=3)=[CH:5][CH:4]=1.[C-:40]#[N:41].[Na+].C([O-])(=O)C.C([O-])(=O)C.C([O-])(=O)C.C([O-])(=O)C.[Pb+4]. (2) The reactants are: [F:1][C:2]1[CH:3]=[C:4]([C:27]2[CH:32]=[CH:31][CH:30]=[CH:29][C:28]=2[C:33]2[NH:37][C:36](=[O:38])[O:35][N:34]=2)[CH:5]=[CH:6][C:7]=1[CH2:8][C:9]1[C:10](=[O:26])[N:11]([CH2:19][CH:20]([OH:25])[C:21]([CH3:24])([CH3:23])[CH3:22])[C:12]([CH3:18])=[N:13][C:14]=1[CH2:15][CH2:16][CH3:17].CC(OI1(OC(C)=O)(OC(C)=O)OC(=O)C2C1=CC=CC=2)=O.C(=O)([O-])O.[Na+].O.O.O.O.O.S([O-])([O-])(=O)=S.[Na+].[Na+]. Given the product [CH3:23][C:21]([CH3:22])([CH3:24])[C:20](=[O:25])[CH2:19][N:11]1[C:10](=[O:26])[C:9]([CH2:8][C:7]2[CH:6]=[CH:5][C:4]([C:27]3[CH:32]=[CH:31][CH:30]=[CH:29][C:28]=3[C:33]3[NH:37][C:36](=[O:38])[O:35][N:34]=3)=[CH:3][C:2]=2[F:1])=[C:14]([CH2:15][CH2:16][CH3:17])[N:13]=[C:12]1[CH3:18], predict the reactants needed to synthesize it. (3) Given the product [F:14][C:15]([F:20])([F:19])[C:16]([OH:18])=[O:17].[CH3:12][C:10]1([OH:13])[CH2:11][NH:8][CH2:9]1, predict the reactants needed to synthesize it. The reactants are: C(OC([N:8]1[CH2:11][C:10]([OH:13])([CH3:12])[CH2:9]1)=O)(C)(C)C.[F:14][C:15]([F:20])([F:19])[C:16]([OH:18])=[O:17]. (4) Given the product [F:4][C:5]([F:43])([F:44])[C:6]1[CH:7]=[C:8]([CH:36]=[C:37]([C:39]([F:40])([F:42])[F:41])[CH:38]=1)[CH2:9][N:10]([CH2:15][C:16]1[CH:21]=[C:20]([C:22]([F:25])([F:24])[F:23])[CH:19]=[CH:18][C:17]=1[C:26]1[CH:31]=[C:30]([CH:32]([OH:33])[CH3:1])[CH:29]=[CH:28][C:27]=1[O:34][CH3:35])[C:11](=[O:14])[O:12][CH3:13], predict the reactants needed to synthesize it. The reactants are: [CH3:1][Mg]Br.[F:4][C:5]([F:44])([F:43])[C:6]1[CH:7]=[C:8]([CH:36]=[C:37]([C:39]([F:42])([F:41])[F:40])[CH:38]=1)[CH2:9][N:10]([CH2:15][C:16]1[CH:21]=[C:20]([C:22]([F:25])([F:24])[F:23])[CH:19]=[CH:18][C:17]=1[C:26]1[CH:31]=[C:30]([CH:32]=[O:33])[CH:29]=[CH:28][C:27]=1[O:34][CH3:35])[C:11](=[O:14])[O:12][CH3:13].[Cl-].[NH4+]. (5) Given the product [Br:1][C:2]1[N:3]([CH3:11])[C:4]([C:7]([OH:9])=[O:8])=[CH:5][N:6]=1, predict the reactants needed to synthesize it. The reactants are: [Br:1][C:2]1[N:3]([CH3:11])[C:4]([C:7]([O:9]C)=[O:8])=[CH:5][N:6]=1.[OH-].[Li+]. (6) Given the product [NH2:7][C@@H:8]([CH:77]([CH3:79])[CH3:78])[C:9]([NH:11][C@H:12]([C:21]([NH:23][C:24]1[CH:25]=[CH:26][C:27]([C:30]2[CH2:31][C@@H:32]3[N:38]([CH:39]=2)[C:37](=[O:40])[C:36]2[CH:41]=[C:42]([O:75][CH3:76])[C:43]([O:45][CH2:46][CH2:47][CH2:48][O:49][C:50]4[C:72]([O:73][CH3:74])=[CH:71][C:53]5[C:54](=[O:70])[N:55]6[CH:61]=[C:60]([C:62]7[CH:67]=[CH:66][C:65]([O:68][CH3:69])=[CH:64][CH:63]=7)[CH2:59][C@H:56]6[CH:57]=[N:58][C:52]=5[CH:51]=4)=[CH:44][C:35]=2[N:34]=[CH:33]3)=[CH:28][CH:29]=1)=[O:22])[CH2:13][CH2:14][C:15]([OH:17])=[O:16])=[O:10], predict the reactants needed to synthesize it. The reactants are: C(OC([NH:7][C@@H:8]([CH:77]([CH3:79])[CH3:78])[C:9]([NH:11][C@H:12]([C:21]([NH:23][C:24]1[CH:29]=[CH:28][C:27]([C:30]2[CH2:31][C@@H:32]3[N:38]([CH:39]=2)[C:37](=[O:40])[C:36]2[CH:41]=[C:42]([O:75][CH3:76])[C:43]([O:45][CH2:46][CH2:47][CH2:48][O:49][C:50]4[C:72]([O:73][CH3:74])=[CH:71][C:53]5[C:54](=[O:70])[N:55]6[CH:61]=[C:60]([C:62]7[CH:67]=[CH:66][C:65]([O:68][CH3:69])=[CH:64][CH:63]=7)[CH2:59][C@H:56]6[CH:57]=[N:58][C:52]=5[CH:51]=4)=[CH:44][C:35]=2[N:34]=[CH:33]3)=[CH:26][CH:25]=1)=[O:22])[CH2:13][CH2:14][C:15]([O:17]CC=C)=[O:16])=[O:10])=O)C=C.C1C=CC(P(C2C=CC=CC=2)C2C=CC=CC=2)=CC=1.N1CCCC1. (7) Given the product [CH:24]1([N:23]2[C:4]3[C:5](=[CH:6][C:7]([F:18])=[C:8]([N:9]4[CH2:10][C@H:11]5[C@H:16]([NH:15][CH2:14][CH2:13][CH2:12]5)[CH2:17]4)[C:3]=3[O:2][CH3:1])[C:19](=[O:20])[C:21]([C:27]([O:29][CH3:30])=[O:28])=[CH:22]2)[CH2:26][CH2:25]1, predict the reactants needed to synthesize it. The reactants are: [CH3:1][O:2][C:3]1[C:8]([N:9]2[CH2:17][C@@H:16]3[C@@H:11]([CH2:12][CH2:13][CH2:14][NH:15]3)[CH2:10]2)=[C:7]([F:18])[CH:6]=[C:5]2[C:19]([C:21]([C:27]([OH:29])=[O:28])=[CH:22][N:23]([CH:24]3[CH2:26][CH2:25]3)[C:4]=12)=[O:20].[CH3:30]O.